This data is from Full USPTO retrosynthesis dataset with 1.9M reactions from patents (1976-2016). The task is: Predict the reactants needed to synthesize the given product. (1) Given the product [O:22]=[S:21]1(=[O:23])[C:17]([C:14]2[CH:15]=[CH:16][C:11]([CH2:10][CH2:9][NH:8][C:32](=[O:39])[C:33]3[CH:38]=[CH:37][CH:36]=[CH:35][CH:34]=3)=[CH:12][CH:13]=2)=[CH:18][C:19](=[O:24])[NH:20]1, predict the reactants needed to synthesize it. The reactants are: FC(F)(F)C(O)=O.[NH2:8][CH2:9][CH2:10][C:11]1[CH:16]=[CH:15][C:14]([C:17]2[S:21](=[O:23])(=[O:22])[NH:20][C:19](=[O:24])[CH:18]=2)=[CH:13][CH:12]=1.C(N(CC)CC)C.[C:32](Cl)(=[O:39])[C:33]1[CH:38]=[CH:37][CH:36]=[CH:35][CH:34]=1.CN(C=O)C. (2) Given the product [CH2:3]([C:2]1[C:15]([C:16]([O:18][CH3:19])=[O:17])=[N:12][O:13][C:1]=1[C:6]1[CH:11]=[CH:10][CH:9]=[CH:8][N:7]=1)[CH2:4][CH3:5], predict the reactants needed to synthesize it. The reactants are: [C:1]([C:6]1[CH:11]=[CH:10][CH:9]=[CH:8][N:7]=1)#[C:2][CH2:3][CH2:4][CH3:5].[N+:12]([CH:15](C(OC)=O)[C:16]([O:18][CH3:19])=[O:17])([O-])=[O:13].F[P-](F)(F)(F)(F)F.C([N+]1C=CN(C)C=1)CCC. (3) Given the product [C:18]([O:17][C:15]([N:11]1[CH2:12][CH2:13][CH2:14][C@H:10]1[CH2:9][O:8][C:6]1[CH:5]=[N:4][CH:3]=[C:2]([N:23]2[CH2:24][C:25]3[C:30](=[CH:29][CH:28]=[CH:27][CH:26]=3)[CH2:22]2)[CH:7]=1)=[O:16])([CH3:21])([CH3:20])[CH3:19], predict the reactants needed to synthesize it. The reactants are: Br[C:2]1[CH:3]=[N:4][CH:5]=[C:6]([O:8][CH2:9][C@@H:10]2[CH2:14][CH2:13][CH2:12][N:11]2[C:15]([O:17][C:18]([CH3:21])([CH3:20])[CH3:19])=[O:16])[CH:7]=1.[CH2:22]1[C:30]2[C:25](=[CH:26][CH:27]=[CH:28][CH:29]=2)[CH2:24][NH:23]1.CC(C)([O-])C.[Na+]. (4) Given the product [CH3:1][N:2]([CH2:17][CH2:18][N:19]1[CH2:24][CH2:23][O:22][CH2:21][CH2:20]1)[C:3]1[S:4][C:5]2[CH:11]=[C:10]([N+:12]([O-:14])=[O:13])[CH:9]=[CH:8][C:6]=2[N:7]=1, predict the reactants needed to synthesize it. The reactants are: [CH3:1][NH:2][C:3]1[S:4][C:5]2[CH:11]=[C:10]([N+:12]([O-:14])=[O:13])[CH:9]=[CH:8][C:6]=2[N:7]=1.Cl.Cl[CH2:17][CH2:18][N:19]1[CH2:24][CH2:23][O:22][CH2:21][CH2:20]1. (5) Given the product [Cl:14][CH2:2][CH2:3][NH:4][CH:5]1[CH2:9][CH2:8][S:7](=[O:11])(=[O:10])[CH2:6]1, predict the reactants needed to synthesize it. The reactants are: O[CH2:2][CH2:3][NH:4][CH:5]1[CH2:9][CH2:8][S:7](=[O:11])(=[O:10])[CH2:6]1.S(Cl)([Cl:14])=O.C1COCC1.ClCCl. (6) Given the product [CH2:33]([S:40][C:14]([C:8]1([CH:7]([CH:1]2[CH2:6][CH2:5][CH2:4][CH:3]=[CH:2]2)[OH:25])[C:12]([OH:13])([CH3:16])[CH:11]([CH:17]([OH:23])[CH2:18][CH2:19][CH2:20][CH2:21][CH3:22])[C:10](=[O:24])[NH:9]1)=[O:15])[C:34]1[CH:39]=[CH:38][CH:37]=[CH:36][CH:35]=1, predict the reactants needed to synthesize it. The reactants are: [CH:1]1([CH:7]([OH:25])[C:8]23[C:14](=[O:15])[O:13][C:12]2([CH3:16])[CH:11]([CH:17]([OH:23])[CH2:18][CH2:19][CH2:20][CH2:21][CH3:22])[C:10](=[O:24])[NH:9]3)[CH2:6][CH2:5][CH2:4][CH:3]=[CH:2]1.C(N(CC)CC)C.[CH2:33]([SH:40])[C:34]1[CH:39]=[CH:38][CH:37]=[CH:36][CH:35]=1.